Dataset: Catalyst prediction with 721,799 reactions and 888 catalyst types from USPTO. Task: Predict which catalyst facilitates the given reaction. (1) Reactant: [CH:1]([C:3]1[CH:10]=[CH:9][C:6]([CH2:7]Cl)=[CH:5][CH:4]=1)=[CH2:2].[NH:11]1[CH2:15][CH2:14][CH2:13][CH2:12]1. Product: [CH:1]([C:3]1[CH:10]=[CH:9][C:6]([CH2:7][N:11]2[CH2:15][CH2:14][CH2:13][CH2:12]2)=[CH:5][CH:4]=1)=[CH2:2]. The catalyst class is: 81. (2) Reactant: [N+:1]([C:4]1[CH:9]=[C:8]([N:10]2[CH:14]=[CH:13][CH:12]=[CH:11]2)[CH:7]=[CH:6][C:5]=1[NH2:15])([O-:3])=[O:2].[CH3:16][C:17]([O:20][C:21](O[C:21]([O:20][C:17]([CH3:19])([CH3:18])[CH3:16])=[O:22])=[O:22])([CH3:19])[CH3:18].C(O)(C(F)(F)F)=O. Product: [C:17]([O:20][C:21](=[O:22])[NH:15][C:5]1[CH:6]=[CH:7][C:8]([N:10]2[CH:14]=[CH:13][CH:12]=[CH:11]2)=[CH:9][C:4]=1[N+:1]([O-:3])=[O:2])([CH3:19])([CH3:18])[CH3:16]. The catalyst class is: 2. (3) Reactant: C(=O)(O)[O-:2].[Na+].Cl.NO.[Cl:9][C:10]1[C:11]([C:18]([F:21])([F:20])[F:19])=[CH:12][C:13]([C:16]#[N:17])=[N:14][CH:15]=1. Product: [Cl:9][C:10]1[C:11]([C:18]([F:21])([F:19])[F:20])=[CH:12][C:13]([C:16]([NH2:17])=[O:2])=[N:14][CH:15]=1. The catalyst class is: 8. (4) Reactant: [CH3:1][C:2]1[N:7]=[C:6]([C:8]([OH:10])=O)[CH:5]=[CH:4][N:3]=1.N1(O)C2C=CC=CC=2N=N1.C1(N=C=N)CCCCC1.[CH:30]1([N:34]2[CH2:40][CH2:39][C:38]3[S:41][C:42]([CH:44]4[CH2:49][CH2:48][NH:47][CH2:46][CH2:45]4)=[N:43][C:37]=3[CH2:36][CH2:35]2)[CH2:33][CH2:32][CH2:31]1. Product: [CH:30]1([N:34]2[CH2:40][CH2:39][C:38]3[S:41][C:42]([CH:44]4[CH2:49][CH2:48][N:47]([C:8]([C:6]5[CH:5]=[CH:4][N:3]=[C:2]([CH3:1])[N:7]=5)=[O:10])[CH2:46][CH2:45]4)=[N:43][C:37]=3[CH2:36][CH2:35]2)[CH2:31][CH2:32][CH2:33]1. The catalyst class is: 405.